From a dataset of Full USPTO retrosynthesis dataset with 1.9M reactions from patents (1976-2016). Predict the reactants needed to synthesize the given product. Given the product [CH2:1]([C:3]1[CH:8]=[C:7]([CH2:9][CH3:10])[CH:6]=[C:5]([CH2:11][CH3:12])[C:4]=1[C:13]1[C:14](=[O:26])[N:15]([CH3:25])[N:16]=[C:17]([C:21]([F:24])([F:23])[F:22])[C:18]=1[S:19]([CH3:20])=[O:28])[CH3:2], predict the reactants needed to synthesize it. The reactants are: [CH2:1]([C:3]1[CH:8]=[C:7]([CH2:9][CH3:10])[CH:6]=[C:5]([CH2:11][CH3:12])[C:4]=1[C:13]1[C:14](=[O:26])[N:15]([CH3:25])[N:16]=[C:17]([C:21]([F:24])([F:23])[F:22])[C:18]=1[S:19][CH3:20])[CH3:2].C(=O)([O-])[OH:28].[Na+].ClC1C=C(C=CC=1)C(O)=O.S([O-])([O-])=O.[Na+].[Na+].